Dataset: Full USPTO retrosynthesis dataset with 1.9M reactions from patents (1976-2016). Task: Predict the reactants needed to synthesize the given product. (1) Given the product [CH:6]1([C:2]2([CH3:5])[CH2:3][O:4][C:17](=[O:19])[NH:1]2)[CH2:8][CH2:7]1, predict the reactants needed to synthesize it. The reactants are: [NH2:1][C:2]([CH:6]1[CH2:8][CH2:7]1)([CH3:5])[CH2:3][OH:4].C(N(CC)CC)C.Cl[C:17](Cl)([O:19]C(=O)OC(Cl)(Cl)Cl)Cl. (2) Given the product [C:11]([O:10][C:9]([N:8]([C@H:16]1[CH2:24][CH2:23][CH2:22][C@H:21]([O:25][CH2:26][CH:27]([CH3:28])[CH3:29])[C@@H:20]([O:30][CH2:31][CH2:32][CH:33]([OH:35])[CH3:34])[C@H:19]([CH3:36])[O:18][C:17]1=[O:37])[C:6](=[O:7])[O:5][C:1]([CH3:2])([CH3:4])[CH3:3])=[O:15])([CH3:14])([CH3:13])[CH3:12], predict the reactants needed to synthesize it. The reactants are: [C:1]([O:5][C:6]([N:8]([C@H:16]1[CH2:24][CH2:23][CH2:22][C@H:21]([O:25][CH2:26][CH:27]([CH3:29])[CH3:28])[C@@H:20]([O:30][CH2:31][CH2:32][C:33](=[O:35])[CH3:34])[C@H:19]([CH3:36])[O:18][C:17]1=[O:37])[C:9](=[O:15])[O:10][C:11]([CH3:14])([CH3:13])[CH3:12])=[O:7])([CH3:4])([CH3:3])[CH3:2].[BH4-].[Na+]. (3) Given the product [OH:14][C:9]1[CH:10]=[CH:11][CH:12]=[CH:13][C:8]=1[C:6]1[N:5]([CH2:16][CH2:17][C:18]2[CH:23]=[CH:22][CH:21]=[CH:20][CH:19]=2)[C:4](=[O:24])[C:3]([I:28])=[C:2]([CH3:1])[N:7]=1, predict the reactants needed to synthesize it. The reactants are: [CH3:1][C:2]1[N:7]=[C:6]([C:8]2[CH:13]=[CH:12][CH:11]=[CH:10][C:9]=2[O:14]C)[N:5]([CH2:16][CH2:17][C:18]2[CH:23]=[CH:22][CH:21]=[CH:20][CH:19]=2)[C:4](=[O:24])[CH:3]=1.ClCCl.[I:28]Cl.C(OCC)(=O)C. (4) Given the product [Cl:1][C:2]1[CH:6]=[C:5]([C:7]2[O:12][C:11](=[O:13])[C:10]3[CH:14]=[C:15]([C:28]#[N:29])[CH:16]=[C:17]([CH3:18])[C:9]=3[N:8]=2)[N:4]([C:20]2[C:25]([Cl:26])=[CH:24][CH:23]=[CH:22][N:21]=2)[N:3]=1, predict the reactants needed to synthesize it. The reactants are: [Cl:1][C:2]1[CH:6]=[C:5]([C:7]2[O:12][C:11](=[O:13])[C:10]3[CH:14]=[C:15](I)[CH:16]=[C:17]([CH3:18])[C:9]=3[N:8]=2)[N:4]([C:20]2[C:25]([Cl:26])=[CH:24][CH:23]=[CH:22][N:21]=2)[N:3]=1.[Cu][C:28]#[N:29]. (5) Given the product [CH3:1][C:2]1[CH:10]=[CH:9][C:5]([C:6]([NH:29][CH2:28][CH2:27][NH:26][CH2:25][CH2:24][NH:23][CH2:22][CH2:21][NH:20][CH2:19][CH:18]([C:11](=[O:14])[C:5]2[CH:9]=[CH:10][C:2]([CH3:1])=[CH:3][CH:4]=2)[NH2:17])=[O:7])=[CH:4][CH:3]=1, predict the reactants needed to synthesize it. The reactants are: [CH3:1][C:2]1[CH:10]=[CH:9][C:5]([C:6](Cl)=[O:7])=[CH:4][CH:3]=1.[C:11]([O-:14])([O-])=O.[Na+].[Na+].[NH2:17][CH2:18][CH2:19][NH:20][CH2:21][CH2:22][NH:23][CH2:24][CH2:25][NH:26][CH2:27][CH2:28][NH2:29]. (6) Given the product [N+:34]([C:31]1[CH:32]=[CH:33][C:28]([O:27][C:25]([NH:7][CH2:8][CH:9]2[C:11]3([CH2:12][CH2:13][N:14]([C:17]([O:19][C:20]([CH3:23])([CH3:22])[CH3:21])=[O:18])[CH2:15][CH2:16]3)[CH2:10]2)=[O:26])=[CH:29][CH:30]=1)([O-:36])=[O:35], predict the reactants needed to synthesize it. The reactants are: C(O)(=O)C(O)=O.[NH2:7][CH2:8][CH:9]1[C:11]2([CH2:16][CH2:15][N:14]([C:17]([O:19][C:20]([CH3:23])([CH3:22])[CH3:21])=[O:18])[CH2:13][CH2:12]2)[CH2:10]1.Cl[C:25]([O:27][C:28]1[CH:33]=[CH:32][C:31]([N+:34]([O-:36])=[O:35])=[CH:30][CH:29]=1)=[O:26].C(N(CC)CC)C. (7) Given the product [F:18][C:16]1[CH:17]=[C:12]([N:11]2[CH2:9][C@H:30]([CH2:31][OH:33])[O:34][C:35]2=[O:39])[CH:13]=[CH:14][C:15]=1[N:19]1[CH:23]=[CH:22][N:21]=[C:20]1[CH3:24], predict the reactants needed to synthesize it. The reactants are: C(O[C:9]([NH:11][C:12]1[CH:13]=[CH:14][C:15]([N:19]2[CH:23]=[CH:22][N:21]=[C:20]2[CH3:24])=[C:16]([F:18])[CH:17]=1)=O)C1C=CC=CC=1.C([Li])CCC.[CH2:30]([O:34][C:35](=[O:39])CCC)[C@@H:31]1[O:33]C1.C(=O)(O)[O-].[Na+].